The task is: Predict the product of the given reaction.. This data is from Forward reaction prediction with 1.9M reactions from USPTO patents (1976-2016). Given the reactants Br[C:2]1[S:3][CH:4]=[CH:5][C:6]=1[CH3:7].[F:8][C:9]1[CH:14]=[CH:13][C:12](B(O)O)=[CH:11][N:10]=1, predict the reaction product. The product is: [F:8][C:9]1[CH:14]=[CH:13][C:12]([C:2]2[S:3][CH:4]=[CH:5][C:6]=2[CH3:7])=[CH:11][N:10]=1.